This data is from Peptide-MHC class II binding affinity with 134,281 pairs from IEDB. The task is: Regression. Given a peptide amino acid sequence and an MHC pseudo amino acid sequence, predict their binding affinity value. This is MHC class II binding data. (1) The peptide sequence is VLVPGCHGSEPCIIHR. The MHC is HLA-DQA10101-DQB10501 with pseudo-sequence HLA-DQA10101-DQB10501. The binding affinity (normalized) is 0.0230. (2) The peptide sequence is HDYEGLSYRSLQPET. The MHC is HLA-DPA10201-DPB10501 with pseudo-sequence HLA-DPA10201-DPB10501. The binding affinity (normalized) is 0.214. (3) The peptide sequence is GSDPKKLVLDIKYTR. The MHC is HLA-DPA10201-DPB11401 with pseudo-sequence HLA-DPA10201-DPB11401. The binding affinity (normalized) is 0.0817.